This data is from Catalyst prediction with 721,799 reactions and 888 catalyst types from USPTO. The task is: Predict which catalyst facilitates the given reaction. (1) Reactant: [F:1][C:2]1[CH:3]=[C:4]2[C:8](=[CH:9][CH:10]=1)[NH:7]C(=O)[C:5]2=[O:12].[OH:13]O.Cl. Product: [NH2:7][C:8]1[CH:9]=[CH:10][C:2]([F:1])=[CH:3][C:4]=1[C:5]([OH:12])=[O:13]. The catalyst class is: 74. (2) Reactant: Br[C:2]1[CH:14]=[CH:13][C:12]2[C:11]3[C:6](=[CH:7][C:8](Br)=[CH:9][CH:10]=3)[C:5](CCCCCC)(CCCCCC)[C:4]=2[CH:3]=1.BrC1C=CC2C3C=CC(Br)=CC=3COCC=2C=1.C(=O)([O-])[O-].[Na+].[Na+]. Product: [CH:7]1[C:6]2[CH2:5][C:4]3[C:12](=[CH:13][CH:14]=[CH:2][CH:3]=3)[C:11]=2[CH:10]=[CH:9][CH:8]=1. The catalyst class is: 206. (3) Reactant: C1(C2C=CC=CC=2)C=CC(C2C=COC=2)=CC=1.Br[C:19]1[CH:26]=[CH:25][C:22]([C:23]#[N:24])=[CH:21][CH:20]=1.[Br:27][C:28]1[CH:33]=[CH:32][C:31](OB(O)O)=[CH:30][CH:29]=1. Product: [Br:27][C:28]1[CH:33]=[CH:32][C:31]([C:19]2[CH:26]=[CH:25][C:22]([C:23]#[N:24])=[CH:21][CH:20]=2)=[CH:30][CH:29]=1. The catalyst class is: 14. (4) Reactant: B1([O-])OO1.[OH2:5].[OH2:6].O.O.[Na+].[NH2:10][C:11]1[C:12]([N+:21]([O-])=O)=[C:13]([C:17]([F:20])([F:19])[F:18])[CH:14]=[CH:15][CH:16]=1.[C:24]([OH:27])(=O)[CH3:25]. Product: [N+:10]([C:11]1[CH:16]=[CH:15][CH:14]=[C:13]([C:17]([F:20])([F:19])[F:18])[C:12]=1[NH:21][CH2:25][CH2:24][OH:27])([O-:6])=[O:5]. The catalyst class is: 8. (5) Reactant: [CH2:1]([OH:23])[CH2:2][CH2:3][CH2:4][CH2:5][CH2:6][CH2:7][CH2:8][CH2:9][CH2:10][CH2:11][CH2:12][CH2:13][CH2:14][CH2:15][CH2:16][CH2:17][CH2:18][CH2:19][CH2:20][CH2:21][CH3:22].[CH3:24][S:25](Cl)(=[O:27])=[O:26].C(N(CC)CC)C. Product: [CH3:24][S:25]([O:23][CH2:1][CH2:2][CH2:3][CH2:4][CH2:5][CH2:6][CH2:7][CH2:8][CH2:9][CH2:10][CH2:11][CH2:12][CH2:13][CH2:14][CH2:15][CH2:16][CH2:17][CH2:18][CH2:19][CH2:20][CH2:21][CH3:22])(=[O:27])=[O:26]. The catalyst class is: 7. (6) Reactant: [Cl:1][C:2]1[C:7]([C:8]([F:11])([F:10])[F:9])=[CH:6][CH:5]=[C:4](Cl)[N:3]=1.[O:13]1[CH2:18][CH2:17][CH:16]([CH2:19][NH2:20])[CH2:15][CH2:14]1.C(N(CC)CC)C. Product: [Cl:1][C:2]1[N:3]=[C:4]([NH:20][CH2:19][CH:16]2[CH2:17][CH2:18][O:13][CH2:14][CH2:15]2)[CH:5]=[CH:6][C:7]=1[C:8]([F:11])([F:10])[F:9]. The catalyst class is: 197. (7) Reactant: [CH:1]([O:4][C:5]1[CH:29]=[CH:28][C:8]([C:9]([N:11]2[CH2:16][CH2:15][C:14]3([CH:25]([CH3:26])[C:24](=[O:27])[C:23]4[C:18](=[CH:19][CH:20]=[CH:21][CH:22]=4)[O:17]3)[CH2:13][CH2:12]2)=[O:10])=[CH:7][C:6]=1[O:30][CH3:31])([CH3:3])[CH3:2].C(OC1C=CC(C(N2CCC3(C(C)(C)C(=O)C4C(=CC=CC=4)O3)CC2)=O)=CC=1OC)(C)C.[BH4-].[Na+]. Product: [OH:27][CH:24]1[C:23]2[C:18](=[CH:19][CH:20]=[CH:21][CH:22]=2)[O:17][C:14]2([CH2:13][CH2:12][N:11]([C:9]([C:8]3[CH:28]=[CH:29][C:5]([O:4][CH:1]([CH3:2])[CH3:3])=[C:6]([O:30][CH3:31])[CH:7]=3)=[O:10])[CH2:16][CH2:15]2)[CH:25]1[CH3:26]. The catalyst class is: 5. (8) Reactant: [F:1][C:2]1[C:7]([CH3:8])=[CH:6][C:5]([NH:9][CH:10]2[CH2:15][CH2:14][N:13]([C@H:16]3[CH2:21][CH2:20][C@@H:19]([O:22][CH3:23])[CH2:18][CH2:17]3)[CH2:12][CH2:11]2)=[C:4]([N+:24]([O-])=O)[CH:3]=1.O.NN. Product: [NH2:24][C:4]1[CH:3]=[C:2]([F:1])[C:7]([CH3:8])=[CH:6][C:5]=1[NH:9][CH:10]1[CH2:11][CH2:12][N:13]([C@H:16]2[CH2:21][CH2:20][C@@H:19]([O:22][CH3:23])[CH2:18][CH2:17]2)[CH2:14][CH2:15]1. The catalyst class is: 171. (9) The catalyst class is: 426. Reactant: [CH3:1][C:2]1[CH:7]=[CH:6][CH:5]=[CH:4][C:3]=1[NH:8][S:9]([CH3:12])(=[O:11])=[O:10].[Cl-].[Al+3].[Cl-].[Cl-].[C:17](Cl)(=[O:19])[CH3:18].Cl. Product: [C:17]([C:6]1[CH:5]=[CH:4][C:3]([NH:8][S:9]([CH3:12])(=[O:11])=[O:10])=[C:2]([CH3:1])[CH:7]=1)(=[O:19])[CH3:18]. (10) Reactant: [CH3:1][O:2][C:3]1[C:4]2[N:5]([N:10]=[C:11]([C:13](=[O:22])[CH2:14][C:15]([O:17][C:18](C)(C)[CH3:19])=[O:16])[CH:12]=2)[CH:6]=[C:7]([CH3:9])[N:8]=1. Product: [CH3:1][O:2][C:3]1[C:4]2[N:5]([N:10]=[C:11]([C:13](=[O:22])[CH2:14][C:15]([O:17][CH2:18][CH3:19])=[O:16])[CH:12]=2)[CH:6]=[C:7]([CH3:9])[N:8]=1. The catalyst class is: 14.